Predict the reactants needed to synthesize the given product. From a dataset of Full USPTO retrosynthesis dataset with 1.9M reactions from patents (1976-2016). (1) Given the product [NH2:9][CH:8]([C:3]1([N:2]([CH3:10])[CH3:1])[CH2:7][CH2:6][CH2:5][CH2:4]1)[CH:11]([CH3:13])[CH3:12], predict the reactants needed to synthesize it. The reactants are: [CH3:1][N:2]([CH3:10])[C:3]1([C:8]#[N:9])[CH2:7][CH2:6][CH2:5][CH2:4]1.[CH:11]([Li])([CH3:13])[CH3:12].[BH4-].[Li+].C(=O)([O-])O.[Na+]. (2) Given the product [Cl:38][Si:9]([Cl:42])([Cl:41])[CH2:8][Si:7]([Cl:40])([CH:20]=[CH2:25])[CH:1]=[CH2:2], predict the reactants needed to synthesize it. The reactants are: [C:1]1([Si:7](C2C=CC=CC=2)([C:20]2[CH:25]=CC=CC=2)[CH2:8][Si:9](C2C=CC=CC=2)(C=C)C=C)C=CC=C[CH:2]=1.C1C=CC=CC=1.[Cl-:38].[Al+3].[Cl-:40].[Cl-:41].[ClH:42]. (3) Given the product [N:20]1[C:21]2[CH:26]=[CH:25][CH:24]=[CH:23][C:22]=2[NH:27][C:17]=1[C:15]1[CH:14]=[CH:13][C:5]2[N:6]([C:7]3[CH:12]=[CH:11][CH:10]=[CH:9][CH:8]=3)[C:2]([CH3:1])=[N:3][C:4]=2[CH:16]=1, predict the reactants needed to synthesize it. The reactants are: [CH3:1][C:2]1[N:6]([C:7]2[CH:12]=[CH:11][CH:10]=[CH:9][CH:8]=2)[C:5]2[CH:13]=[CH:14][C:15]([C:17](O)=O)=[CH:16][C:4]=2[N:3]=1.[NH2:20][C:21]1[CH:26]=[CH:25][CH:24]=[CH:23][C:22]=1[NH2:27].N. (4) Given the product [F:1][C:2]1[CH:9]=[CH:8][CH:7]=[CH:6][C:3]=1[CH:4]1[C:18]([C:19]([O:21][CH2:22][CH3:23])=[O:20])=[C:17]([CH2:24][CH2:25][CH3:26])[NH:10][C:11]2=[N:12][NH:13][CH:14]=[C:15]12, predict the reactants needed to synthesize it. The reactants are: [F:1][C:2]1[CH:9]=[CH:8][CH:7]=[CH:6][C:3]=1[CH:4]=O.[NH2:10][C:11]1[CH:15]=[CH:14][NH:13][N:12]=1.O=[C:17]([CH2:24][CH2:25][CH3:26])[CH2:18][C:19]([O:21][CH2:22][CH3:23])=[O:20]. (5) Given the product [CH2:1]([N:8]1[CH2:12][CH2:11][C:10]([NH:31][C:29](=[O:21])[CH3:30])([CH3:14])[CH2:9]1)[C:2]1[CH:7]=[CH:6][CH:5]=[CH:4][CH:3]=1, predict the reactants needed to synthesize it. The reactants are: [CH2:1]([N:8]1[CH2:12][CH2:11][C:10]([CH3:14])(O)[CH2:9]1)[C:2]1[CH:7]=[CH:6][CH:5]=[CH:4][CH:3]=1.S(=O)(=O)(O)O.C(=O)([O-])[O-:21].[K+].[K+].ClCCl.[C:29](#[N:31])[CH3:30]. (6) Given the product [C:31]1([CH3:59])[CH:36]=[CH:35][CH:34]=[C:33]([NH:37][C:38](=[O:58])[NH:39][C:40]2[CH:45]=[CH:44][C:43]([C:46]3[O:50][C:49]([CH2:51][CH2:52][CH2:53][C:54]([OH:56])=[O:55])=[N:48][N:47]=3)=[CH:42][CH:41]=2)[CH:32]=1, predict the reactants needed to synthesize it. The reactants are: FC(F)(F)C1C=C(NC(=O)NC2C=CC(C3SC(CCC(O)=O)=NC=3)=CC=2)C=CC=1.[C:31]1([CH3:59])[CH:36]=[CH:35][CH:34]=[C:33]([NH:37][C:38](=[O:58])[NH:39][C:40]2[CH:45]=[CH:44][C:43]([C:46]3[O:50][C:49]([CH2:51][CH2:52][CH2:53][C:54]([O:56]C)=[O:55])=[N:48][N:47]=3)=[CH:42][CH:41]=2)[CH:32]=1. (7) Given the product [F:10][C:11]1[CH:12]=[C:13]([C@@H:14]2[N:49]=[C:26]([C:22]3[N:21]([CH3:20])[CH:25]=[CH:24][N:23]=3)[NH:27][C:3]([CH2:5][N:28]3[CH2:33][CH2:32][O:31][CH2:30][C@H:29]3[C:34]([OH:36])=[O:35])=[C:2]2[C:1]([O:7][CH2:8][CH3:9])=[O:6])[CH:16]=[CH:17][C:18]=1[F:19], predict the reactants needed to synthesize it. The reactants are: [C:1]([O:7][CH2:8][CH3:9])(=[O:6])[CH2:2][C:3]([CH3:5])=O.[F:10][C:11]1[CH:12]=[C:13]([CH:16]=[CH:17][C:18]=1[F:19])[CH:14]=O.[CH3:20][N:21]1[CH:25]=[CH:24][N:23]=[C:22]1[C:26]#[N:27].[NH:28]1[CH2:33][CH2:32][O:31][CH2:30][C@H:29]1[C:34]([OH:36])=[O:35].ClC1C=C(F)C=CC=1C=O.S1C=C[N:49]=C1C#N.FC1(F)CN[C@H](C(O)=O)C1. (8) Given the product [CH2:1]([O:8][C:9]1[CH:10]=[C:11]([CH:12]=[CH:13][C:14]=1[O:15][CH3:16])[O:17][C:25]1[C:26]([CH3:35])=[CH:27][C:28]([N+:32]([O-:34])=[O:33])=[CH:29][C:30]=1[CH3:31])[C:2]1[CH:3]=[CH:4][CH:5]=[CH:6][CH:7]=1, predict the reactants needed to synthesize it. The reactants are: [CH2:1]([O:8][C:9]1[CH:10]=[C:11]([OH:17])[CH:12]=[CH:13][C:14]=1[O:15][CH3:16])[C:2]1[CH:7]=[CH:6][CH:5]=[CH:4][CH:3]=1.CC(C)([O-])C.[K+].Cl[C:25]1[C:30]([CH3:31])=[CH:29][C:28]([N+:32]([O-:34])=[O:33])=[CH:27][C:26]=1[CH3:35].